From a dataset of Catalyst prediction with 721,799 reactions and 888 catalyst types from USPTO. Predict which catalyst facilitates the given reaction. (1) Reactant: [CH2:1]([O:3][C:4](=[O:22])[CH2:5][NH:6][CH2:7][CH2:8][NH:9][S:10]([C:13]1[S:14][C:15]2[CH:21]=[CH:20][CH:19]=[CH:18][C:16]=2[N:17]=1)(=[O:12])=[O:11])[CH3:2].[N:23]1([CH2:32][C:33](O)=[O:34])[CH:31]=[C:29]([CH3:30])[C:27](=[O:28])[NH:26][C:24]1=[O:25].C1C=CC2N(O)N=NC=2C=1.C1CCC(N=C=NC2CCCCC2)CC1.C(N(CC)C(C)C)(C)C. Product: [CH2:1]([O:3][C:4](=[O:22])[CH2:5][N:6]([CH2:7][CH2:8][NH:9][S:10]([C:13]1[S:14][C:15]2[CH:21]=[CH:20][CH:19]=[CH:18][C:16]=2[N:17]=1)(=[O:12])=[O:11])[C:33](=[O:34])[CH2:32][N:23]1[CH:31]=[C:29]([CH3:30])[C:27](=[O:28])[NH:26][C:24]1=[O:25])[CH3:2]. The catalyst class is: 3. (2) Reactant: CC(C)([O-])C.[K+].[C:7]([O:11][C:12](=[O:31])[NH:13][C:14]([CH3:30])([CH3:29])[CH2:15][N:16]([C:25](=[O:28])[CH2:26]Br)[C:17]1[CH:22]=[CH:21][CH:20]=[C:19]([F:23])[C:18]=1[CH3:24])([CH3:10])([CH3:9])[CH3:8].[Cl-].[NH4+]. Product: [C:7]([O:11][C:12]([N:13]1[CH2:26][C:25](=[O:28])[N:16]([C:17]2[CH:22]=[CH:21][CH:20]=[C:19]([F:23])[C:18]=2[CH3:24])[CH2:15][C:14]1([CH3:30])[CH3:29])=[O:31])([CH3:10])([CH3:9])[CH3:8]. The catalyst class is: 30. (3) Reactant: [Cl:1][C:2]1[CH:7]=[C:6]([Cl:8])[C:5]([N+:9]([O-])=O)=[CH:4][C:3]=1[OH:12]. Product: [NH2:9][C:5]1[C:6]([Cl:8])=[CH:7][C:2]([Cl:1])=[C:3]([OH:12])[CH:4]=1. The catalyst class is: 180. (4) The catalyst class is: 30. Reactant: [C:1]([O:5][C:6]([N:8]([CH2:10][C:11]([OH:13])=O)[CH3:9])=[O:7])([CH3:4])([CH3:3])[CH3:2].C(N(CC)CC)C.ClC(OCC(C)C)=O.Cl.[CH2:30]([O:37][C:38]([NH:40][NH:41][CH3:42])=[O:39])[C:31]1[CH:36]=[CH:35][CH:34]=[CH:33][CH:32]=1. Product: [CH2:30]([O:37][C:38]([NH:40][N:41]([C:11](=[O:13])[CH2:10][N:8]([C:6]([O:5][C:1]([CH3:2])([CH3:3])[CH3:4])=[O:7])[CH3:9])[CH3:42])=[O:39])[C:31]1[CH:36]=[CH:35][CH:34]=[CH:33][CH:32]=1. (5) Reactant: [Br:1][C:2]1[C:3]([CH3:11])=[C:4]([CH:8]=[CH:9][CH:10]=1)[C:5](O)=[O:6].B. Product: [Br:1][C:2]1[C:3]([CH3:11])=[C:4]([CH2:5][OH:6])[CH:8]=[CH:9][CH:10]=1. The catalyst class is: 1.